From a dataset of Reaction yield outcomes from USPTO patents with 853,638 reactions. Predict the reaction yield, written as a fraction of the theoretical maximum amount of product (1.0 means a 100% yield; for example, 0.34 means a 34% yield). (1) The reactants are C(O)(=O)C.[CH2:5]([O:7][CH:8]([O:18]CC)[C:9]1[N:10]=[CH:11][NH:12][C:13]=1[C:14](OC)=[O:15])C.C1(C)C=CC=CC=1. The catalyst is O. The product is [CH:14]([C:13]1[N:12]=[CH:11][NH:10][C:9]=1[C:8]([O:7][CH3:5])=[O:18])=[O:15]. The yield is 1.00. (2) The reactants are C([O:8][CH2:9][CH2:10][N:11]1[C:17](=[O:18])[C@@H:16]([NH:19][C:20]([C@@H:22]([O:24][C:25](=[O:32])[NH:26][CH2:27][C:28]([F:31])([F:30])[F:29])[CH3:23])=[O:21])[C:15]2[CH:33]=[CH:34][CH:35]=[CH:36][C:14]=2[C:13]2[CH:37]=[CH:38][CH:39]=[CH:40][C:12]1=2)C1C=CC=CC=1.C(OCC)(=O)C. The yield is 0.700. The catalyst is CCCCCCC. The product is [OH:8][CH2:9][CH2:10][N:11]1[C:17](=[O:18])[C@@H:16]([NH:19][C:20]([C@@H:22]([O:24][C:25](=[O:32])[NH:26][CH2:27][C:28]([F:29])([F:30])[F:31])[CH3:23])=[O:21])[C:15]2[CH:33]=[CH:34][CH:35]=[CH:36][C:14]=2[C:13]2[CH:37]=[CH:38][CH:39]=[CH:40][C:12]1=2. (3) The reactants are [NH2:1][C:2]1[CH:7]=[CH:6][C:5]([C:8]2[O:12][C:11]([C@H:13]([NH:24][C:25]3[CH:32]=[CH:31][C:28]([C:29]#[N:30])=[C:27]([Cl:33])[C:26]=3[CH3:34])[C@H:14]([O:16][Si:17]([C:20]([CH3:23])([CH3:22])[CH3:21])([CH3:19])[CH3:18])[CH3:15])=[N:10][N:9]=2)=[CH:4][CH:3]=1.[C:35](Cl)(=[O:42])[C:36]1[CH:41]=[CH:40][CH:39]=[CH:38][CH:37]=1. The catalyst is C(Cl)Cl.N1C=CC=CC=1. The product is [Si:17]([O:16][C@H:14]([CH3:15])[C@H:13]([C:11]1[O:12][C:8]([C:5]2[CH:4]=[CH:3][C:2]([NH:1][C:35](=[O:42])[C:36]3[CH:41]=[CH:40][CH:39]=[CH:38][CH:37]=3)=[CH:7][CH:6]=2)=[N:9][N:10]=1)[NH:24][C:25]1[CH:32]=[CH:31][C:28]([C:29]#[N:30])=[C:27]([Cl:33])[C:26]=1[CH3:34])([C:20]([CH3:22])([CH3:23])[CH3:21])([CH3:19])[CH3:18]. The yield is 1.00. (4) The reactants are [CH3:1][O:2][C:3]1[CH:4]=[C:5]([CH:8]=[CH:9][C:10]=1[O:11][C:12]1[CH:17]=[CH:16][C:15]([C:18]([F:21])([F:20])[F:19])=[CH:14][C:13]=1[N+:22]([O-:24])=[O:23])[CH:6]=O.[S:25]1[CH2:29][C:28](=[O:30])[NH:27][C:26]1=[O:31].C([O-])(=O)C.[Na+].O. The catalyst is C(#N)C. The product is [CH3:1][O:2][C:3]1[CH:4]=[C:5]([CH:8]=[CH:9][C:10]=1[O:11][C:12]1[CH:17]=[CH:16][C:15]([C:18]([F:20])([F:21])[F:19])=[CH:14][C:13]=1[N+:22]([O-:24])=[O:23])[CH:6]=[C:29]1[S:25][C:26](=[O:31])[NH:27][C:28]1=[O:30]. The yield is 0.730. (5) The reactants are [Br:1][C:2]1[CH:10]=[C:9]2[C:5]([CH2:6][C:7]3([CH2:27][CH2:26][CH:25]([O:28][CH3:29])[CH2:24][CH2:23]3)[C:8]2([NH:16]S(C(C)(C)C)=O)[C:11]([O:13][CH2:14][CH3:15])=C)=[CH:4][CH:3]=1.[O:30]1CCOCC1. No catalyst specified. The yield is 0.380. The product is [NH2:16][C:8]1([C:11]([O:13][CH2:14][CH3:15])=[O:30])[C:9]2[C:5](=[CH:4][CH:3]=[C:2]([Br:1])[CH:10]=2)[CH2:6][C:7]21[CH2:23][CH2:24][CH:25]([O:28][CH3:29])[CH2:26][CH2:27]2. (6) The yield is 0.840. The reactants are [CH2:1]([O:8][C:9]1[C:10]([CH3:17])=[C:11]([CH2:15][OH:16])[CH:12]=[CH:13][CH:14]=1)[C:2]1[CH:7]=[CH:6][CH:5]=[CH:4][CH:3]=1.CC(OI1(OC(C)=O)(OC(C)=O)OC(=O)C2C=CC=CC1=2)=O. The catalyst is O1CCCC1. The product is [CH2:1]([O:8][C:9]1[C:10]([CH3:17])=[C:11]([CH:12]=[CH:13][CH:14]=1)[CH:15]=[O:16])[C:2]1[CH:3]=[CH:4][CH:5]=[CH:6][CH:7]=1.